Predict the product of the given reaction. From a dataset of Forward reaction prediction with 1.9M reactions from USPTO patents (1976-2016). (1) The product is: [Si:1]([O:8][C@H:9]1[CH2:18][C:17]([CH3:19])([CH3:20])[CH2:16][C:15]2[N:14]=[C:13]([CH:21]([CH3:22])[CH3:23])[C:12]([C@H:24]([C:31]3[CH:32]=[CH:33][C:28]([Cl:27])=[CH:29][CH:30]=3)[OH:25])=[C:11]([I:26])[C:10]1=2)([C:4]([CH3:5])([CH3:6])[CH3:7])([CH3:3])[CH3:2]. Given the reactants [Si:1]([O:8][C@H:9]1[CH2:18][C:17]([CH3:20])([CH3:19])[CH2:16][C:15]2[N:14]=[C:13]([CH:21]([CH3:23])[CH3:22])[C:12]([CH:24]=[O:25])=[C:11]([I:26])[C:10]1=2)([C:4]([CH3:7])([CH3:6])[CH3:5])([CH3:3])[CH3:2].[Cl:27][C:28]1[CH:33]=[CH:32][C:31]([Mg]Br)=[CH:30][CH:29]=1, predict the reaction product. (2) Given the reactants [F:1][C:2]1[C:3]([C:9]2[N:10]([CH3:18])[C:11]([C:14]([F:17])([F:16])[F:15])=[N:12][CH:13]=2)=[N:4][C:5]([NH2:8])=[N:6][CH:7]=1.[N:19]1([C:23]([C:25]2[C:30]([Cl:31])=[CH:29][C:28](Cl)=[CH:27][N:26]=2)=[O:24])[CH2:22][CH2:21][CH2:20]1.C([O-])([O-])=O.[Cs+].[Cs+].CC(C1C=C(C(C)C)C(C2C=CC=CC=2P(C2CCCCC2)C2CCCCC2)=C(C(C)C)C=1)C, predict the reaction product. The product is: [ClH:31].[N:19]1([C:23]([C:25]2[C:30]([Cl:31])=[CH:29][C:28]([NH:8][C:5]3[N:4]=[C:3]([C:9]4[N:10]([CH3:18])[C:11]([C:14]([F:17])([F:15])[F:16])=[N:12][CH:13]=4)[C:2]([F:1])=[CH:7][N:6]=3)=[CH:27][N:26]=2)=[O:24])[CH2:22][CH2:21][CH2:20]1. (3) Given the reactants [NH2:1][C:2]1[CH:3]=[C:4]([C:8]2[N:13]3[N:14]=[CH:15][C:16]([C:17]([C:19]4[S:20][CH:21]=[CH:22][CH:23]=4)=[O:18])=[C:12]3[N:11]=[CH:10][CH:9]=2)[CH:5]=[CH:6][CH:7]=1.[F:24][C:25]([F:40])([F:39])[C:26]1[CH:34]=[CH:33][C:32]([C:35]([F:38])([F:37])[F:36])=[CH:31][C:27]=1[C:28](Cl)=[O:29], predict the reaction product. The product is: [S:20]1[CH:21]=[CH:22][CH:23]=[C:19]1[C:17]([C:16]1[CH:15]=[N:14][N:13]2[C:8]([C:4]3[CH:3]=[C:2]([NH:1][C:28](=[O:29])[C:27]4[CH:31]=[C:32]([C:35]([F:36])([F:37])[F:38])[CH:33]=[CH:34][C:26]=4[C:25]([F:24])([F:39])[F:40])[CH:7]=[CH:6][CH:5]=3)=[CH:9][CH:10]=[N:11][C:12]=12)=[O:18]. (4) Given the reactants [C:1]([C:3]1[C:4]([C@@H:20]2[CH2:22][C@H:21]2[C:23]([OH:25])=O)=[N:5][C:6]([S:10][CH2:11][C:12]2[CH:17]=[CH:16][CH:15]=[C:14]([F:18])[C:13]=2[F:19])=[N:7][C:8]=1[OH:9])#[N:2].C(N(CC)CC)C.CN(C(ON1N=NC2C=CC=NC1=2)=[N+](C)C)C.F[P-](F)(F)(F)(F)F.[CH2:57]([NH:59][CH2:60][C:61]([CH3:63])=[CH2:62])[CH3:58], predict the reaction product. The product is: [CH2:57]([N:59]([CH2:60][C:61]([CH3:63])=[CH2:62])[C:23]([C@@H:21]1[CH2:22][C@H:20]1[C:4]1[C:3]([C:1]#[N:2])=[C:8]([OH:9])[N:7]=[C:6]([S:10][CH2:11][C:12]2[CH:17]=[CH:16][CH:15]=[C:14]([F:18])[C:13]=2[F:19])[N:5]=1)=[O:25])[CH3:58]. (5) Given the reactants CN(C=O)C.[CH:6]1([CH2:9][CH2:10][O:11][C:12]2[CH:20]=[CH:19][C:15]([C:16]([OH:18])=O)=[CH:14][CH:13]=2)[CH2:8][CH2:7]1.[NH2:21][CH2:22][C:23]([OH:25])=[O:24].C(N(CC)CC)C, predict the reaction product. The product is: [CH:6]1([CH2:9][CH2:10][O:11][C:12]2[CH:13]=[CH:14][C:15]([C:16]([NH:21][CH2:22][C:23]([OH:25])=[O:24])=[O:18])=[CH:19][CH:20]=2)[CH2:7][CH2:8]1. (6) The product is: [CH3:23][C:2]1[N:7]=[C:6]([NH:8][C:9]2[CH:14]=[C:13]([CH:12]=[CH:11][N:10]=2)[C:15]#[N:16])[CH:5]=[C:4]([CH:17]2[CH2:22][CH2:21][O:20][CH2:19][CH2:18]2)[CH:3]=1. Given the reactants Cl[C:2]1[N:7]=[C:6]([NH:8][C:9]2[CH:14]=[C:13]([C:15]#[N:16])[CH:12]=[CH:11][N:10]=2)[CH:5]=[C:4]([CH:17]2[CH2:22][CH2:21][O:20][CH2:19][CH2:18]2)[CH:3]=1.[CH3:23]B(O)O.C(=O)([O-])[O-].[K+].[K+], predict the reaction product. (7) Given the reactants Br[C:2]1[CH:7]=[CH:6][C:5]([S:8]([N:11]2[CH2:25][CH2:24][C:14]3([NH:19][CH2:18][C:17](=[O:20])[N:16]([CH:21]4[CH2:23][CH2:22]4)[CH2:15]3)[CH2:13][CH2:12]2)(=[O:10])=[O:9])=[CH:4][CH:3]=1.CC1(C)C(C)(C)OB([C:34]2[CH:43]=[C:42]3[C:37]([CH:38]=[CH:39][CH:40]=[N:41]3)=[CH:36][CH:35]=2)O1.C(=O)([O-])[O-].[Cs+].[Cs+], predict the reaction product. The product is: [CH:21]1([N:16]2[CH2:15][C:14]3([CH2:24][CH2:25][N:11]([S:8]([C:5]4[CH:6]=[CH:7][C:2]([C:34]5[CH:43]=[C:42]6[C:37]([CH:38]=[CH:39][CH:40]=[N:41]6)=[CH:36][CH:35]=5)=[CH:3][CH:4]=4)(=[O:10])=[O:9])[CH2:12][CH2:13]3)[NH:19][CH2:18][C:17]2=[O:20])[CH2:23][CH2:22]1. (8) Given the reactants [CH2:1]([C:3]1[CH:11]=[CH:10][C:6]([C:7]([OH:9])=[O:8])=[CH:5][C:4]=1[OH:12])[CH3:2].[CH3:13]O, predict the reaction product. The product is: [CH3:13][O:8][C:7](=[O:9])[C:6]1[CH:10]=[CH:11][C:3]([CH2:1][CH3:2])=[C:4]([OH:12])[CH:5]=1. (9) Given the reactants OS(O)(=O)=O.O=S(=O)=O.[C:10]([O:22][CH3:23])(=[O:21])[C:11]1[CH:20]=[CH:19][C:14]([C:15]([O:17][CH3:18])=[O:16])=[CH:13][CH:12]=1.[CH2:24]=O, predict the reaction product. The product is: [CH2:23]([O:22][C:10]([C:11]1[CH:20]=[C:19]2[C:14](=[CH:13][CH:12]=1)[C:15](=[O:16])[O:17][CH2:18]2)=[O:21])[CH3:24]. (10) Given the reactants [OH:1][CH2:2][C@@H:3]([NH:24][CH2:25][C@H:26]([OH:35])[CH2:27][O:28][C:29]1[CH:34]=[CH:33][CH:32]=[CH:31][CH:30]=1)[CH2:4][C:5]1[CH:10]=[CH:9][C:8]([NH:11][C:12]([C:14]2[CH:23]=[CH:22][C:17]([C:18]([O:20]C)=[O:19])=[CH:16][CH:15]=2)=[O:13])=[CH:7][CH:6]=1.[OH-].[Na+:37], predict the reaction product. The product is: [OH:1][CH2:2][C@@H:3]([NH:24][CH2:25][C@H:26]([OH:35])[CH2:27][O:28][C:29]1[CH:30]=[CH:31][CH:32]=[CH:33][CH:34]=1)[CH2:4][C:5]1[CH:6]=[CH:7][C:8]([NH:11][C:12]([C:14]2[CH:23]=[CH:22][C:17]([C:18]([O-:20])=[O:19])=[CH:16][CH:15]=2)=[O:13])=[CH:9][CH:10]=1.[Na+:37].